Task: Predict the reactants needed to synthesize the given product.. Dataset: Full USPTO retrosynthesis dataset with 1.9M reactions from patents (1976-2016) (1) Given the product [F:34][C:28]1[CH:29]=[C:30]([F:33])[CH:31]=[CH:32][C:27]=1[C@:14]12[CH2:16][O:17][C@@H:18]([C:20]3[O:21][C:24]([CH3:25])=[CH:23][N:22]=3)[CH2:19][C@H:13]1[CH2:12][S:11][C:10]([NH:9][C:1](=[O:8])[C:2]1[CH:3]=[CH:4][CH:5]=[CH:6][CH:7]=1)=[N:15]2, predict the reactants needed to synthesize it. The reactants are: [C:1]([NH:9][C:10]1[S:11][CH2:12][C@@H:13]2[CH2:19][C@H:18]([C:20]([NH:22][CH2:23][C:24](=O)[CH3:25])=[O:21])[O:17][CH2:16][C@:14]2([C:27]2[CH:32]=[CH:31][C:30]([F:33])=[CH:29][C:28]=2[F:34])[N:15]=1)(=[O:8])[C:2]1[CH:7]=[CH:6][CH:5]=[CH:4][CH:3]=1.FC1C=C(F)C=CC=1[C@]12CO[C@@H](C3OC=C(C)N=3)C[C@H]1CSC(NC(=O)C1C=CC=CC=1)=N2. (2) The reactants are: C(OC(=O)C)(=O)C.[C:8]([O:12][C:13]([C:15]1[CH:16]=[C:17]2[C:21](=[CH:22][CH:23]=1)[N:20]([CH2:24][CH:25]([OH:42])[CH2:26][O:27][C:28]1[CH:33]=[CH:32][C:31]([CH2:34][CH2:35][CH2:36][CH2:37][CH2:38][CH2:39][CH2:40][CH3:41])=[CH:30][CH:29]=1)[CH:19]=[CH:18]2)=[O:14])([CH3:11])([CH3:10])[CH3:9].C(=O)([O-])O.[Na+].[Na+].[Cl-]. Given the product [C:8]([O:12][C:13]([C:15]1[CH:16]=[C:17]2[C:21](=[CH:22][CH:23]=1)[N:20]([CH2:24][C:25](=[O:42])[CH2:26][O:27][C:28]1[CH:33]=[CH:32][C:31]([CH2:34][CH2:35][CH2:36][CH2:37][CH2:38][CH2:39][CH2:40][CH3:41])=[CH:30][CH:29]=1)[CH:19]=[CH:18]2)=[O:14])([CH3:11])([CH3:10])[CH3:9], predict the reactants needed to synthesize it. (3) Given the product [C:1]([C:3]1([C:4]([O:6][CH2:7][CH3:8])=[O:5])[CH2:17][CH2:16]1)#[N:2], predict the reactants needed to synthesize it. The reactants are: [C:1]([CH2:3][C:4]([O:6][CH2:7][CH3:8])=[O:5])#[N:2].C(=O)([O-])[O-].[K+].[K+].Br[CH2:16][CH2:17]Br. (4) Given the product [Cl:2][C:3]1[CH:4]=[CH:5][C:6]([S:9]([N:12]2[CH2:17][CH2:16][N:15]([C:45]([C:42]3[CH:41]=[CH:40][C:39]([N:33]4[CH2:38][CH2:37][O:36][CH2:35][CH2:34]4)=[N:44][CH:43]=3)=[O:46])[CH2:14][C@@H:13]2[CH3:18])(=[O:10])=[O:11])=[CH:7][CH:8]=1, predict the reactants needed to synthesize it. The reactants are: Cl.[Cl:2][C:3]1[CH:8]=[CH:7][C:6]([S:9]([N:12]2[CH2:17][CH2:16][NH:15][CH2:14][C@@H:13]2[CH3:18])(=[O:11])=[O:10])=[CH:5][CH:4]=1.C(Cl)CCl.C1C=CC2N(O)N=NC=2C=1.[N:33]1([C:39]2[N:44]=[CH:43][C:42]([C:45](O)=[O:46])=[CH:41][CH:40]=2)[CH2:38][CH2:37][O:36][CH2:35][CH2:34]1.C(N1CCOCC1)C. (5) Given the product [NH2:1][C:2]1[CH:3]=[C:4]([CH:10]2[C:19]3[C:18](=[O:20])[CH2:17][CH:16]([CH2:21][CH2:22][CH3:23])[CH2:15][C:14]=3[NH:13][C:12]([CH3:24])=[C:11]2[C:25]#[N:26])[CH:5]=[C:6]([Br:9])[C:7]=1[O:8][CH2:33][C:32]1[CH:35]=[CH:36][CH:37]=[C:30]([N+:27]([O-:29])=[O:28])[CH:31]=1, predict the reactants needed to synthesize it. The reactants are: [NH2:1][C:2]1[CH:3]=[C:4]([CH:10]2[C:19]3[C:18](=[O:20])[CH2:17][CH:16]([CH2:21][CH2:22][CH3:23])[CH2:15][C:14]=3[NH:13][C:12]([CH3:24])=[C:11]2[C:25]#[N:26])[CH:5]=[C:6]([Br:9])[C:7]=1[OH:8].[N+:27]([C:30]1[CH:31]=[C:32]([CH:35]=[CH:36][CH:37]=1)[CH2:33]Br)([O-:29])=[O:28].C(=O)([O-])[O-].[K+].[K+].[I-].[K+].